From a dataset of Reaction yield outcomes from USPTO patents with 853,638 reactions. Predict the reaction yield, written as a fraction of the theoretical maximum amount of product (1.0 means a 100% yield; for example, 0.34 means a 34% yield). (1) The reactants are [CH3:1][C:2]1[CH:7]=[C:6]([CH3:8])[NH:5][C:4](=O)[C:3]=1[N+:10]([O-:12])=[O:11].P(Cl)(Cl)([Cl:15])=O. No catalyst specified. The product is [Cl:15][C:4]1[C:3]([N+:10]([O-:12])=[O:11])=[C:2]([CH3:1])[CH:7]=[C:6]([CH3:8])[N:5]=1. The yield is 0.900. (2) The reactants are [Cl:1][C:2]1[CH:7]=[CH:6][CH:5]=[CH:4][C:3]=1[S:8]([N:11]1[CH2:16][CH2:15][CH2:14][CH:13]([C:17]([O-:19])=O)[CH2:12]1)(=[O:10])=[O:9].[Li+].[CH3:21][C:22]1[CH:23]=[C:24]([CH:28]2[CH2:32][CH2:31][CH2:30][NH:29]2)[CH:25]=[CH:26][CH:27]=1.CCN(C(C)C)C(C)C.CN(C(ON1N=NC2C=CC=NC1=2)=[N+](C)C)C.F[P-](F)(F)(F)(F)F. The catalyst is CN(C=O)C.C(Cl)Cl.[Cl-].[Na+].O. The product is [Cl:1][C:2]1[CH:7]=[CH:6][CH:5]=[CH:4][C:3]=1[S:8]([N:11]1[CH2:16][CH2:15][CH2:14][CH:13]([C:17]([N:29]2[CH2:30][CH2:31][CH2:32][CH:28]2[C:24]2[CH:23]=[C:22]([CH3:21])[CH:27]=[CH:26][CH:25]=2)=[O:19])[CH2:12]1)(=[O:9])=[O:10]. The yield is 0.208. (3) The reactants are Br[C:2]1[CH:7]=[CH:6][CH:5]=[CH:4][C:3]=1[CH:8]=[CH2:9].[Li]CCCC.[CH:15](=[O:20])[CH2:16][CH2:17][CH:18]=[CH2:19].Cl[Si:22]([CH:29]([CH3:31])[CH3:30])([CH:26]([CH3:28])[CH3:27])[CH:23]([CH3:25])[CH3:24]. The catalyst is C1COCC1.C1C=CC=CC=1. The product is [CH:23]([Si:22]([CH:29]([CH3:31])[CH3:30])([CH:26]([CH3:28])[CH3:27])[O:20][CH:15]([C:2]1[CH:7]=[CH:6][CH:5]=[CH:4][C:3]=1[CH:8]=[CH2:9])[CH2:16][CH2:17][CH:18]=[CH2:19])([CH3:25])[CH3:24]. The yield is 0.740. (4) The reactants are C([O:3][C:4](=[O:23])[C:5]1[CH:10]=[CH:9][C:8]([NH:11][C:12]([NH:14][C:15]2[CH:20]=[CH:19][C:18]([Br:21])=[CH:17][C:16]=2[F:22])=[O:13])=[CH:7][CH:6]=1)C.O.[OH-].[Li+].O. The catalyst is CCO.C1COCC1. The product is [Br:21][C:18]1[CH:19]=[CH:20][C:15]([NH:14][C:12](=[O:13])[NH:11][C:8]2[CH:9]=[CH:10][C:5]([C:4]([OH:23])=[O:3])=[CH:6][CH:7]=2)=[C:16]([F:22])[CH:17]=1. The yield is 0.840.